This data is from TCR-epitope binding with 47,182 pairs between 192 epitopes and 23,139 TCRs. The task is: Binary Classification. Given a T-cell receptor sequence (or CDR3 region) and an epitope sequence, predict whether binding occurs between them. (1) The epitope is GLCTLVAML. The TCR CDR3 sequence is CASGGLSSYNEQFF. Result: 1 (the TCR binds to the epitope). (2) The epitope is FIAGLIAIV. The TCR CDR3 sequence is CASSIPAAGGRFEQFF. Result: 0 (the TCR does not bind to the epitope). (3) The epitope is HTTDPSFLGRY. Result: 1 (the TCR binds to the epitope). The TCR CDR3 sequence is CASYSMNTEAFF. (4) The epitope is HPKVSSEVHI. The TCR CDR3 sequence is CSARRFPEAFF. Result: 1 (the TCR binds to the epitope). (5) The epitope is AYILFTRFFYV. The TCR CDR3 sequence is CASSSTGGFLDEQYF. Result: 0 (the TCR does not bind to the epitope).